From a dataset of Reaction yield outcomes from USPTO patents with 853,638 reactions. Predict the reaction yield, written as a fraction of the theoretical maximum amount of product (1.0 means a 100% yield; for example, 0.34 means a 34% yield). (1) The reactants are Br[CH2:2][C:3]1[CH:10]=[CH:9][C:6]([CH:7]=[O:8])=[CH:5][C:4]=1[Cl:11].C([O-])([O-])=O.[K+].[K+].[NH2:18][C:19]1[CH:24]=[CH:23][CH:22]=[CH:21][N:20]=1. The catalyst is CN(C)C(=O)C.O. The product is [Cl:11][C:4]1[CH:5]=[C:6]([CH:9]=[CH:10][C:3]=1[CH2:2][NH:18][C:19]1[CH:24]=[CH:23][CH:22]=[CH:21][N:20]=1)[CH:7]=[O:8]. The yield is 0.500. (2) The reactants are [F:1][C:2]1[CH:10]=[C:9]([N+:11]([O-:13])=[O:12])[C:8](F)=[CH:7][C:3]=1[C:4]([OH:6])=[O:5].C(=O)([O-])[O-].[Cs+].[Cs+].[CH2:21]([OH:23])[CH3:22].Cl. The catalyst is CN(C=O)C.O. The product is [CH2:21]([O:23][C:8]1[C:9]([N+:11]([O-:13])=[O:12])=[CH:10][C:2]([F:1])=[C:3]([CH:7]=1)[C:4]([OH:6])=[O:5])[CH3:22]. The yield is 1.00. (3) The reactants are Br[CH2:2][CH2:3][CH:4]([C:17]1[CH:22]=[CH:21][C:20]([C:23](=[O:28])[C:24]([OH:27])([CH3:26])[CH3:25])=[CH:19][CH:18]=1)[C:5]1[CH:10]=[CH:9][C:8]([C:11](=[O:16])[C:12]([OH:15])([CH3:14])[CH3:13])=[CH:7][CH:6]=1.[P:29]([O:36]CC)([O:33][CH2:34]C)[O:30][CH2:31]C. No catalyst specified. The product is [CH3:31][O:30][P:29]([CH2:2][CH2:3][CH:4]([C:17]1[CH:22]=[CH:21][C:20]([C:23](=[O:28])[C:24]([OH:27])([CH3:26])[CH3:25])=[CH:19][CH:18]=1)[C:5]1[CH:10]=[CH:9][C:8]([C:11](=[O:16])[C:12]([CH3:14])([OH:15])[CH3:13])=[CH:7][CH:6]=1)(=[O:36])[O:33][CH3:34]. The yield is 0.980. (4) The reactants are Br[C:2]1[C:6]2[N:7]=[C:8]([Cl:11])[N:9]=[CH:10][C:5]=2[S:4][CH:3]=1.C(=O)([O-])[O-].[Na+].[Na+].[NH2:18][C:19]1[CH:20]=[C:21](B(O)O)[CH:22]=[CH:23][CH:24]=1.CC(C1C=C(C(C)C)C(C2C(P(C(C)(C)C)C(C)(C)C)=CC=CC=2)=C(C(C)C)C=1)C. The catalyst is O1CCOCC1. The product is [Cl:11][C:8]1[N:9]=[CH:10][C:5]2[S:4][CH:3]=[C:2]([C:23]3[CH:24]=[C:19]([NH2:18])[CH:20]=[CH:21][CH:22]=3)[C:6]=2[N:7]=1. The yield is 0.730.